Dataset: Full USPTO retrosynthesis dataset with 1.9M reactions from patents (1976-2016). Task: Predict the reactants needed to synthesize the given product. (1) The reactants are: [CH2:1]([O:8][C@@H:9]1[CH2:14][CH2:13][CH2:12][C@H:11]([O:15][C:16]2[C:21]([F:22])=[CH:20][C:19]([S:23]([N:26](CC3C=CC(OC)=CC=3OC)[C:27]3[CH:32]=[CH:31][N:30]=[CH:29][N:28]=3)(=[O:25])=[O:24])=[C:18]([F:44])[CH:17]=2)[C@H:10]1[C:45]1[N:49]([CH3:50])[N:48]=[CH:47][CH:46]=1)[C:2]1[CH:7]=[CH:6][CH:5]=[CH:4][CH:3]=1.C([SiH](CC)CC)C.FC(F)(F)C(O)=O. Given the product [CH2:1]([O:8][C@@H:9]1[CH2:14][CH2:13][CH2:12][C@H:11]([O:15][C:16]2[C:21]([F:22])=[CH:20][C:19]([S:23]([NH:26][C:27]3[CH:32]=[CH:31][N:30]=[CH:29][N:28]=3)(=[O:24])=[O:25])=[C:18]([F:44])[CH:17]=2)[C@H:10]1[C:45]1[N:49]([CH3:50])[N:48]=[CH:47][CH:46]=1)[C:2]1[CH:7]=[CH:6][CH:5]=[CH:4][CH:3]=1, predict the reactants needed to synthesize it. (2) Given the product [C:1]([NH:4][C:5]1[S:6][C:7]([Br:12])=[CH:8][C:9]=1[C:10]#[N:11])(=[O:3])[CH3:2], predict the reactants needed to synthesize it. The reactants are: [C:1]([NH:4][C:5]1[S:6][CH:7]=[CH:8][C:9]=1[C:10]#[N:11])(=[O:3])[CH3:2].[Br:12]N1C(=O)CCC1=O. (3) Given the product [F:1][C:2]1[CH:7]=[CH:6][C:5]([N:8]2[C:16]3[C:11](=[CH:12][C:13]([O:17][C@H:18]([C:28]4[CH:29]=[CH:30][C:31]([S:34]([CH3:35])=[O:44])=[CH:32][CH:33]=4)[C@@H:19]([NH:21][S:22]([CH:25]4[CH2:26][CH2:27]4)(=[O:24])=[O:23])[CH3:20])=[CH:14][CH:15]=3)[CH:10]=[N:9]2)=[CH:4][CH:3]=1, predict the reactants needed to synthesize it. The reactants are: [F:1][C:2]1[CH:7]=[CH:6][C:5]([N:8]2[C:16]3[C:11](=[CH:12][C:13]([O:17][C@H:18]([C:28]4[CH:33]=[CH:32][C:31]([S:34][CH3:35])=[CH:30][CH:29]=4)[C@@H:19]([NH:21][S:22]([CH:25]4[CH2:27][CH2:26]4)(=[O:24])=[O:23])[CH3:20])=[CH:14][CH:15]=3)[CH:10]=[N:9]2)=[CH:4][CH:3]=1.ClC1C=CC=C(C(OO)=[O:44])C=1. (4) Given the product [CH3:8][N:9]([CH3:13])[CH2:10][CH2:11][NH:12][C:1](=[O:7])[CH2:2][CH2:3][C:4]([OH:6])=[O:5], predict the reactants needed to synthesize it. The reactants are: [C:1]1(=[O:7])[O:6][C:4](=[O:5])[CH2:3][CH2:2]1.[CH3:8][N:9]([CH3:13])[CH2:10][CH2:11][NH2:12].O1CCOCC1. (5) Given the product [CH:1]([C:4]1[N:5]=[C:6]([C:21]2[CH:22]=[CH:23][C:24]([C:27]([F:29])([F:30])[F:28])=[CH:25][CH:26]=2)[S:7][C:8]=1[CH2:9][CH2:10][C:11]([C:13]1[CH:18]=[CH:17][C:16]([N:19]([CH3:20])[CH2:41][C:42]([OH:44])=[O:43])=[CH:15][CH:14]=1)=[O:12])([CH3:3])[CH3:2], predict the reactants needed to synthesize it. The reactants are: [CH:1]([C:4]1[N:5]=[C:6]([C:21]2[CH:26]=[CH:25][C:24]([C:27]([F:30])([F:29])[F:28])=[CH:23][CH:22]=2)[S:7][C:8]=1[CH2:9][CH2:10][C:11]([C:13]1[CH:18]=[CH:17][C:16]([NH:19][CH3:20])=[CH:15][CH:14]=1)=[O:12])([CH3:3])[CH3:2].C(N(C(C)C)CC)(C)C.Br[CH2:41][C:42]([O:44]CC)=[O:43]. (6) Given the product [C:33]([O:32][C:30]([N:8]1[C:7]2=[C:2]([Cl:1])[N:3]=[CH:4][CH:5]=[C:6]2[C:10]([CH2:11][CH2:12][O:13][C:14]2[CH:19]=[CH:18][C:17]([O:20][C:21]([F:22])([F:23])[F:24])=[CH:16][CH:15]=2)=[C:9]1[C:25]([OH:27])=[O:26])=[O:31])([CH3:36])([CH3:34])[CH3:35], predict the reactants needed to synthesize it. The reactants are: [Cl:1][C:2]1[N:3]=[CH:4][CH:5]=[C:6]2[C:10]([CH2:11][CH2:12][O:13][C:14]3[CH:19]=[CH:18][C:17]([O:20][C:21]([F:24])([F:23])[F:22])=[CH:16][CH:15]=3)=[C:9]([C:25]([O:27]CC)=[O:26])[N:8]([C:30]([O:32][C:33]([CH3:36])([CH3:35])[CH3:34])=[O:31])[C:7]=12.CCO.O.[Li+].[OH-]. (7) Given the product [O:11]=[C:9]1[CH2:8][C:7]([C:12]2[CH:13]=[C:14]([CH:17]=[CH:18][CH:19]=2)[C:15]#[N:16])=[N:6][C:5]2[CH:20]=[CH:21][C:2]([C:23]#[C:22][C:24]3[S:25][CH:26]=[CH:27][CH:28]=3)=[CH:3][C:4]=2[NH:10]1, predict the reactants needed to synthesize it. The reactants are: I[C:2]1[CH:21]=[CH:20][C:5]2[N:6]=[C:7]([C:12]3[CH:13]=[C:14]([CH:17]=[CH:18][CH:19]=3)[C:15]#[N:16])[CH2:8][C:9](=[O:11])[NH:10][C:4]=2[CH:3]=1.[C:22]([C:24]1[S:25][CH:26]=[CH:27][CH:28]=1)#[CH:23].S1C=CC=C1C=O. (8) Given the product [CH3:8][CH:7]([CH3:9])[C@H:2]([NH:1][C:38](=[O:39])[C:33]1[CH:34]=[CH:35][CH:36]=[CH:37][N:32]=1)[C:3]([O:5][CH3:6])=[O:4], predict the reactants needed to synthesize it. The reactants are: [NH2:1][C@@H:2]([CH:7]([CH3:9])[CH3:8])[C:3]([O:5][CH3:6])=[O:4].C1C=CC2N(O)N=NC=2C=1.CCN=C=NCCCN(C)C.Cl.[N:32]1[CH:37]=[CH:36][CH:35]=[CH:34][C:33]=1[C:38](O)=[O:39].CCN(C(C)C)C(C)C. (9) The reactants are: [NH2:1][C:2]1[CH:3]=[C:4]2[C:9](=[CH:10][CH:11]=1)/[C:8](=[N:12]/O)/[CH2:7][CH2:6][CH2:5]2.[OH-:14].[Na+]. Given the product [NH2:1][C:2]1[CH:11]=[CH:10][C:9]2[C:8](=[O:14])[NH:12][CH2:7][CH2:6][CH2:5][C:4]=2[CH:3]=1, predict the reactants needed to synthesize it. (10) Given the product [CH2:1]([O:3][C@@H:4]([CH2:10][C:11]1[CH:12]=[CH:13][C:14]([O:17][CH2:18][C:19]([N:21]([CH2:33][CH2:34][CH2:35][CH2:36][CH2:37][CH2:38][CH3:39])[CH2:22][C:23]2[N:24]([CH3:32])[C:25]3[C:30]([CH:31]=2)=[CH:29][CH:28]=[CH:27][CH:26]=3)=[O:20])=[CH:15][CH:16]=1)[C:5]([OH:7])=[O:6])[CH3:2], predict the reactants needed to synthesize it. The reactants are: [CH2:1]([O:3][C@@H:4]([CH2:10][C:11]1[CH:16]=[CH:15][C:14]([O:17][CH2:18][C:19]([N:21]([CH2:33][CH2:34][CH2:35][CH2:36][CH2:37][CH2:38][CH3:39])[CH2:22][C:23]2[N:24]([CH3:32])[C:25]3[C:30]([CH:31]=2)=[CH:29][CH:28]=[CH:27][CH:26]=3)=[O:20])=[CH:13][CH:12]=1)[C:5]([O:7]CC)=[O:6])[CH3:2].[Li+].[OH-].